From a dataset of Peptide-MHC class II binding affinity with 134,281 pairs from IEDB. Regression. Given a peptide amino acid sequence and an MHC pseudo amino acid sequence, predict their binding affinity value. This is MHC class II binding data. The peptide sequence is EKKLFAATQFEPLAA. The MHC is DRB1_1602 with pseudo-sequence DRB1_1602. The binding affinity (normalized) is 0.547.